Dataset: Drug-target binding data from BindingDB using IC50 measurements. Task: Regression. Given a target protein amino acid sequence and a drug SMILES string, predict the binding affinity score between them. We predict pIC50 (pIC50 = -log10(IC50 in M); higher means more potent). Dataset: bindingdb_ic50. The drug is O=c1c(O)c(-c2ccc(O)c(O)c2)oc2cc(O)cc(O)c12. The target protein sequence is MEHVQQYKFYKEKKMSIVLAPFSGGQPHSGVELGPDYLLKQGLQQDMEKLGWDTRLERVFDGKVVEARKASDNGDRIGRVKRPRLTAECTEKIYKCVRRVAEQGRFPLTIGGDHSIALGTVAGVLSVHPDAGVIWVDAHADINTMSGTVSGNLHGCPLSILLGLDRENIPECFSWVPQVLKPNKIAYIGLRAVDDEEKKILHDLNIAAFSMHHVDRYGIDKVVSMAIEAVSPKGTEPVMVSYDVDTIDPLYVPATGTPVRGGLSFREALFLCERIAECGRLVALDVVECNPLLAATESHVNDTISDGRAIARCMMGETLLYTPHTSSKL. The pIC50 is 5.4.